This data is from Full USPTO retrosynthesis dataset with 1.9M reactions from patents (1976-2016). The task is: Predict the reactants needed to synthesize the given product. (1) Given the product [Cl:20][C:19]1[C:14]([C:12]([N:11]([C:22]2[CH:23]=[CH:24][C:25]([C:28]3[C:33]([F:34])=[CH:32][CH:31]=[CH:30][C:29]=3[F:35])=[CH:26][CH:27]=2)[CH2:10][C@H:9]([OH:8])[CH3:36])=[O:13])=[C:15]([Cl:21])[N:16]=[CH:17][N:18]=1, predict the reactants needed to synthesize it. The reactants are: [Si]([O:8][C@H:9]([CH3:36])[CH2:10][N:11]([C:22]1[CH:27]=[CH:26][C:25]([C:28]2[C:33]([F:34])=[CH:32][CH:31]=[CH:30][C:29]=2[F:35])=[CH:24][CH:23]=1)[C:12]([C:14]1[C:15]([Cl:21])=[N:16][CH:17]=[N:18][C:19]=1[Cl:20])=[O:13])(C(C)(C)C)(C)C. (2) Given the product [CH3:29][O:33][N:34]([CH3:35])[C:14]([C@@H:10]1[O:11][CH2:12][CH2:13][N:8]([C:6]([O:5][C:1]([CH3:2])([CH3:3])[CH3:4])=[O:7])[CH2:9]1)=[O:16], predict the reactants needed to synthesize it. The reactants are: [C:1]([O:5][C:6]([N:8]1[CH2:13][CH2:12][O:11][C@@H:10]([C:14]([OH:16])=O)[CH2:9]1)=[O:7])([CH3:4])([CH3:3])[CH3:2].CCN(C(C)C)C(C)C.CN([C:29]([O:33][N:34]1N=NC2C=CC=C[C:35]1=2)=[N+](C)C)C.F[P-](F)(F)(F)(F)F.C1C=CC2N(O)N=NC=2C=1.Cl. (3) Given the product [Cl:1][C:2]1[CH:3]=[N+:4]([O-:27])[CH:5]=[C:6]([Cl:26])[C:7]=1[CH2:8][C@@H:9]([C:11]1[CH:16]=[CH:15][C:14]([O:17][CH:18]([F:20])[F:19])=[C:13]([O:21][CH2:22][CH:23]2[CH2:25][CH2:24]2)[CH:12]=1)[O:10][C:36](=[O:37])[C:35]1[CH:39]=[CH:40][C:41]([CH2:42][N:43]2[CH2:44][CH2:45][O:46][CH2:47][CH2:48]2)=[C:33]([O:32][S:29]([CH3:28])(=[O:31])=[O:30])[CH:34]=1, predict the reactants needed to synthesize it. The reactants are: [Cl:1][C:2]1[CH:3]=[N+:4]([O-:27])[CH:5]=[C:6]([Cl:26])[C:7]=1[CH2:8][C@@H:9]([C:11]1[CH:16]=[CH:15][C:14]([O:17][CH:18]([F:20])[F:19])=[C:13]([O:21][CH2:22][CH:23]2[CH2:25][CH2:24]2)[CH:12]=1)[OH:10].[CH3:28][S:29]([O:32][C:33]1[CH:34]=[C:35]([CH:39]=[CH:40][C:41]=1[CH2:42][N:43]1[CH2:48][CH2:47][O:46][CH2:45][CH2:44]1)[C:36](O)=[O:37])(=[O:31])=[O:30].Cl.C(N=C=NCCCN(C)C)C. (4) Given the product [CH3:10][O:11][C:7]([C:2]1[CH:3]=[C:4]([Cl:14])[CH:5]=[CH:6][N:1]=1)=[O:9], predict the reactants needed to synthesize it. The reactants are: [N:1]1[CH:6]=[CH:5][CH:4]=[CH:3][C:2]=1[C:7]([OH:9])=O.[CH3:10][OH:11].S(Cl)([Cl:14])=O.